Dataset: NCI-60 drug combinations with 297,098 pairs across 59 cell lines. Task: Regression. Given two drug SMILES strings and cell line genomic features, predict the synergy score measuring deviation from expected non-interaction effect. (1) Drug 2: CC1CCCC2(C(O2)CC(NC(=O)CC(C(C(=O)C(C1O)C)(C)C)O)C(=CC3=CSC(=N3)C)C)C. Cell line: KM12. Drug 1: CN1C2=C(C=C(C=C2)N(CCCl)CCCl)N=C1CCCC(=O)O.Cl. Synergy scores: CSS=47.9, Synergy_ZIP=3.05, Synergy_Bliss=0.355, Synergy_Loewe=-32.6, Synergy_HSA=-0.952. (2) Drug 1: CC12CCC(CC1=CCC3C2CCC4(C3CC=C4C5=CN=CC=C5)C)O. Drug 2: CCN(CC)CCNC(=O)C1=C(NC(=C1C)C=C2C3=C(C=CC(=C3)F)NC2=O)C. Cell line: RXF 393. Synergy scores: CSS=5.44, Synergy_ZIP=-2.31, Synergy_Bliss=-3.54, Synergy_Loewe=-4.98, Synergy_HSA=-4.53.